From a dataset of Forward reaction prediction with 1.9M reactions from USPTO patents (1976-2016). Predict the product of the given reaction. (1) Given the reactants [NH2:1][C:2]1[C:7]([C:8]([OH:10])=O)=C[CH:5]=[CH:4][N:3]=1.[F:11][C:12]1[C:18]([F:19])=[CH:17][CH:16]=[CH:15][C:13]=1[NH2:14].ClC1C(Cl)=CC=CC=1[NH2:23].ClC1C(F)=C(C=CC=1)N, predict the reaction product. The product is: [NH2:1][C:2]1[C:7]([C:8]([NH:14][C:13]2[CH:15]=[CH:16][CH:17]=[C:18]([F:19])[C:12]=2[F:11])=[O:10])=[N:23][CH:5]=[CH:4][N:3]=1. (2) Given the reactants [O:1]1[CH2:4][CH:3]([C:5]2[CH:14]=[CH:13][C:8]([C:9]([O:11]C)=[O:10])=[CH:7][CH:6]=2)[CH2:2]1.O.[OH-].[Li+].C1COCC1, predict the reaction product. The product is: [O:1]1[CH2:2][CH:3]([C:5]2[CH:14]=[CH:13][C:8]([C:9]([OH:11])=[O:10])=[CH:7][CH:6]=2)[CH2:4]1.